This data is from Catalyst prediction with 721,799 reactions and 888 catalyst types from USPTO. The task is: Predict which catalyst facilitates the given reaction. Reactant: Br[C:2]1[CH:14]=[CH:13][C:5]([C:6]([O:8][C:9]([CH3:12])([CH3:11])[CH3:10])=[O:7])=[CH:4][C:3]=1[Cl:15].[Cl-].[Li+].C([Mg]Cl)(C)C.[O:23]1[CH2:25][C:24]21[CH:32]1[CH2:33][CH:28]3[CH2:29][CH:30]([CH2:34][CH:26]2[CH2:27]3)[CH2:31]1.B(F)(F)F.CCOCC. Product: [CH:26]12[CH2:34][CH:30]3[CH2:29][CH:28]([CH2:33][CH:32]([CH2:31]3)[CH:24]1[CH:25]([OH:23])[C:2]1[CH:14]=[CH:13][C:5]([C:6]([O:8][C:9]([CH3:12])([CH3:11])[CH3:10])=[O:7])=[CH:4][C:3]=1[Cl:15])[CH2:27]2. The catalyst class is: 7.